From a dataset of Reaction yield outcomes from USPTO patents with 853,638 reactions. Predict the reaction yield, written as a fraction of the theoretical maximum amount of product (1.0 means a 100% yield; for example, 0.34 means a 34% yield). (1) The reactants are Br[C:2]1[CH:7]=[CH:6][C:5]([NH:8][C:9]2[N:31]=[C:12]3[CH:13]=[CH:14][CH:15]=[C:16]([C:17]4[CH:18]=[C:19]([S:23]([NH:26][C:27]([CH3:30])([CH3:29])[CH3:28])(=[O:25])=[O:24])[CH:20]=[CH:21][CH:22]=4)[N:11]3[N:10]=2)=[CH:4][CH:3]=1.[N:32]1([CH2:37][CH2:38][OH:39])[CH2:36][CH2:35][CH2:34][CH2:33]1. The catalyst is C(OCC)(=O)C.[Cu]I. The product is [C:27]([NH:26][S:23]([C:19]1[CH:20]=[CH:21][CH:22]=[C:17]([C:16]2[N:11]3[N:10]=[C:9]([NH:8][C:5]4[CH:6]=[CH:7][C:2]([O:39][CH2:38][CH2:37][N:32]5[CH2:36][CH2:35][CH2:34][CH2:33]5)=[CH:3][CH:4]=4)[N:31]=[C:12]3[CH:13]=[CH:14][CH:15]=2)[CH:18]=1)(=[O:25])=[O:24])([CH3:30])([CH3:29])[CH3:28]. The yield is 0.360. (2) The reactants are Br[C:2]1[CH:12]=[CH:11][C:5]2[NH:6][S:7](=[O:10])(=[O:9])[CH2:8][C:4]=2[CH:3]=1.[B:13]1([B:13]2[O:17][C:16]([CH3:19])([CH3:18])[C:15]([CH3:21])([CH3:20])[O:14]2)[O:17][C:16]([CH3:19])([CH3:18])[C:15]([CH3:21])([CH3:20])[O:14]1.C([O-])(=O)C.[K+]. The product is [CH3:20][C:15]1([CH3:21])[C:16]([CH3:19])([CH3:18])[O:17][B:13]([C:2]2[CH:12]=[CH:11][C:5]3[NH:6][S:7](=[O:10])(=[O:9])[CH2:8][C:4]=3[CH:3]=2)[O:14]1. The catalyst is C1C=CC(P(C2C=CC=CC=2)[C-]2C=CC=C2)=CC=1.C1C=CC(P(C2C=CC=CC=2)[C-]2C=CC=C2)=CC=1.Cl[Pd]Cl.[Fe+2].C(Cl)Cl.COCCOC. The yield is 0.750. (3) The reactants are [OH:1][C@@:2]1([C:9]#[C:10][C:11]2[CH:12]=[C:13]([C:17]3[N:22]=[C:21]([C:23]([O:25]CC)=O)[CH:20]=[C:19]([C:28]4[N:32]([CH3:33])[N:31]=[CH:30][CH:29]=4)[CH:18]=3)[CH:14]=[CH:15][CH:16]=2)[CH2:6][CH2:5][N:4]([CH3:7])[C:3]1=[O:8].[NH3:34]. No catalyst specified. The product is [OH:1][C@@:2]1([C:9]#[C:10][C:11]2[CH:12]=[C:13]([C:17]3[N:22]=[C:21]([C:23]([NH2:34])=[O:25])[CH:20]=[C:19]([C:28]4[N:32]([CH3:33])[N:31]=[CH:30][CH:29]=4)[CH:18]=3)[CH:14]=[CH:15][CH:16]=2)[CH2:6][CH2:5][N:4]([CH3:7])[C:3]1=[O:8]. The yield is 0.280.